Dataset: Forward reaction prediction with 1.9M reactions from USPTO patents (1976-2016). Task: Predict the product of the given reaction. (1) Given the reactants [CH3:1][O:2][C:3]1[CH:22]=[CH:21][C:6]([CH2:7][C@@H:8]2[C:12]3=[N:13][C:14]4[CH:19]=[CH:18][CH:17]=[CH:16][C:15]=4[N:11]3[C:10](=[O:20])[NH:9]2)=[CH:5][CH:4]=1.[NH2:23][C:24]12[CH2:31][CH2:30][C:27]([OH:32])([CH2:28][CH2:29]1)[CH2:26][CH2:25]2.C(O)(C(F)(F)F)=O, predict the reaction product. The product is: [NH:11]1[C:15]2[CH:16]=[CH:17][CH:18]=[CH:19][C:14]=2[N:13]=[C:12]1[C@H:8]([NH:9][C:10]([NH:23][C:24]12[CH2:31][CH2:30][C:27]([OH:32])([CH2:28][CH2:29]1)[CH2:26][CH2:25]2)=[O:20])[CH2:7][C:6]1[CH:5]=[CH:4][C:3]([O:2][CH3:1])=[CH:22][CH:21]=1. (2) Given the reactants P([O-])([O-])([O-])=O.[K+].[K+].[K+].[F:9][C:10]1[CH:15]=[C:14]([F:16])[CH:13]=[CH:12][C:11]=1B1OC(C)(C)C(C)(C)O1.I[C:27]1[C:35]2[C:30](=[CH:31][CH:32]=[C:33]([C:36]3[S:40][C:39]([NH:41][CH3:42])=[N:38][N:37]=3)[CH:34]=2)[NH:29][CH:28]=1, predict the reaction product. The product is: [F:9][C:10]1[CH:15]=[C:14]([F:16])[CH:13]=[CH:12][C:11]=1[C:27]1[C:35]2[C:30](=[CH:31][CH:32]=[C:33]([C:36]3[S:40][C:39]([NH:41][CH3:42])=[N:38][N:37]=3)[CH:34]=2)[NH:29][CH:28]=1. (3) Given the reactants [CH3:1][O:2][C:3]1[CH:8]=[CH:7][C:6]([CH2:9][NH:10][CH3:11])=[CH:5][C:4]=1[N+:12]([O-:14])=[O:13].[CH3:27][C:26]([O:25][C:23](O[C:23]([O:25][C:26]([CH3:29])([CH3:28])[CH3:27])=[O:24])=[O:24])([CH3:29])[CH3:28], predict the reaction product. The product is: [CH3:1][O:2][C:3]1[CH:8]=[CH:7][C:6]([CH2:9][N:10]([CH3:11])[C:23](=[O:24])[O:25][C:26]([CH3:27])([CH3:28])[CH3:29])=[CH:5][C:4]=1[N+:12]([O-:14])=[O:13]. (4) Given the reactants [F:1][C:2]1[CH:7]=[CH:6][C:5]([NH:8][C:9]2[C:10]([NH2:17])=[CH:11][CH:12]=[C:13]([O:15][CH3:16])[CH:14]=2)=[CH:4][CH:3]=1.[N:18]1[CH:23]=[CH:22][CH:21]=[C:20]([CH:24]=O)[CH:19]=1, predict the reaction product. The product is: [CH3:16][O:15][C:13]1[CH:12]=[CH:11][C:10]2[N:17]=[C:24]([C:20]3[CH:19]=[N:18][CH:23]=[CH:22][CH:21]=3)[N:8]([C:5]3[CH:6]=[CH:7][C:2]([F:1])=[CH:3][CH:4]=3)[C:9]=2[CH:14]=1. (5) The product is: [CH2:1]([N:8]1[C:12]([C:13]2[CH:18]=[CH:17][CH:16]=[CH:15][CH:14]=2)=[C:11]([C:19]([OH:21])=[O:20])[CH:10]=[N:9]1)[C:2]1[CH:7]=[CH:6][CH:5]=[CH:4][CH:3]=1. Given the reactants [CH2:1]([N:8]1[C:12]([C:13]2[CH:18]=[CH:17][CH:16]=[CH:15][CH:14]=2)=[C:11]([C:19]([O:21]CC)=[O:20])[CH:10]=[N:9]1)[C:2]1[CH:7]=[CH:6][CH:5]=[CH:4][CH:3]=1.C(O)C.[OH-].[Na+].[OH-].[Li+], predict the reaction product. (6) Given the reactants [Si]([O:8][CH:9]([C:22]1[O:23][C:24]([C:27]2[CH:28]=[C:29]([CH:33]=[CH:34][CH:35]=2)[C:30]([NH2:32])=[O:31])=[CH:25][N:26]=1)[CH2:10][CH2:11][CH2:12][CH2:13][CH2:14][CH2:15][C:16]1[CH:21]=[CH:20][CH:19]=[CH:18][CH:17]=1)(C(C)(C)C)(C)C.[Si](OC(C1OC([Sn](CCCC)(CCCC)CCCC)=CN=1)CCCCCCC1C=CC=CC=1)(C(C)(C)C)(C)C.BrC1C=C(C=CC=1)C(N)=O, predict the reaction product. The product is: [C:16]1([CH2:15][CH2:14][CH2:13][CH2:12][CH2:11][CH2:10][C:9]([C:22]2[O:23][C:24]([C:27]3[CH:28]=[C:29]([CH:33]=[CH:34][CH:35]=3)[C:30]([NH2:32])=[O:31])=[CH:25][N:26]=2)=[O:8])[CH:21]=[CH:20][CH:19]=[CH:18][CH:17]=1. (7) The product is: [CH3:14][C:15]1[C:19]([CH2:20][N:21]2[CH:25]=[C:24]([NH:26][C:9](=[O:11])[CH2:8][CH:7]([C:1]3[CH:2]=[CH:3][CH:4]=[CH:5][CH:6]=3)[CH3:12])[CH:23]=[N:22]2)=[C:18]([CH3:27])[O:17][N:16]=1. Given the reactants [C:1]1([CH:7]([CH3:12])[CH2:8][C:9]([OH:11])=O)[CH:6]=[CH:5][CH:4]=[CH:3][CH:2]=1.Cl.[CH3:14][C:15]1[C:19]([CH2:20][N:21]2[CH:25]=[C:24]([NH2:26])[CH:23]=[N:22]2)=[C:18]([CH3:27])[O:17][N:16]=1, predict the reaction product. (8) Given the reactants [Br:1][C:2]1[CH:3]=[C:4]([O:8][CH3:9])[CH:5]=[CH:6][CH:7]=1.[C:10](Cl)(=[O:13])[CH2:11][CH3:12], predict the reaction product. The product is: [Br:1][C:2]1[CH:3]=[C:4]([O:8][CH3:9])[CH:5]=[CH:6][C:7]=1[C:10](=[O:13])[CH2:11][CH3:12].